From a dataset of Forward reaction prediction with 1.9M reactions from USPTO patents (1976-2016). Predict the product of the given reaction. Given the reactants [NH2:1][C:2]1[C:19]([N+:20]([O-:22])=[O:21])=[CH:18][C:5]([C:6]([NH:8][C:9]2[CH:17]=[C:16]3[C:12]([CH:13]=[N:14][NH:15]3)=[CH:11][CH:10]=2)=[O:7])=[C:4](Cl)[CH:3]=1.[NH:24]1[CH:28]=[CH:27][N:26]=[CH:25]1, predict the reaction product. The product is: [NH2:1][C:2]1[C:19]([N+:20]([O-:22])=[O:21])=[CH:18][C:5]([C:6]([NH:8][C:9]2[CH:17]=[C:16]3[C:12]([CH:13]=[N:14][NH:15]3)=[CH:11][CH:10]=2)=[O:7])=[C:4]([N:24]2[CH:28]=[CH:27][N:26]=[CH:25]2)[CH:3]=1.